From a dataset of Full USPTO retrosynthesis dataset with 1.9M reactions from patents (1976-2016). Predict the reactants needed to synthesize the given product. (1) Given the product [Cl:2][C:11]1[C:10]2[C:15](=[CH:16][C:17]([N:18]3[CH2:23][CH2:22][N:21]([CH3:24])[CH2:20][CH2:19]3)=[C:8]([F:7])[CH:9]=2)[N:14]=[C:13]([CH:25]=[CH:26][C:27]2[O:28][C:29]([N+:32]([O-:34])=[O:33])=[CH:30][CH:31]=2)[N:12]=1, predict the reactants needed to synthesize it. The reactants are: P(Cl)(Cl)(Cl)(Cl)[Cl:2].[F:7][C:8]1[CH:9]=[C:10]2[C:15](=[CH:16][C:17]=1[N:18]1[CH2:23][CH2:22][N:21]([CH3:24])[CH2:20][CH2:19]1)[N:14]=[C:13]([CH:25]=[CH:26][C:27]1[O:28][C:29]([N+:32]([O-:34])=[O:33])=[CH:30][CH:31]=1)[NH:12][C:11]2=O.C(OCC)C. (2) Given the product [Cl:15][C:16]1[CH:21]=[C:20]([F:22])[CH:19]=[CH:18][C:17]=1[C:2]1[C:7]([CH3:8])=[CH:6][C:5]([N+:9]([O-:11])=[O:10])=[CH:4][N:3]=1, predict the reactants needed to synthesize it. The reactants are: Cl[C:2]1[C:7]([CH3:8])=[CH:6][C:5]([N+:9]([O-:11])=[O:10])=[CH:4][N:3]=1.C(O)C.[Cl:15][C:16]1[CH:21]=[C:20]([F:22])[CH:19]=[CH:18][C:17]=1B(O)O.C([O-])([O-])=O.[Na+].[Na+]. (3) Given the product [Cl:1][C:2]1[CH:3]=[C:4]2[N:19]=[C:18]([O:20][C@@H:21]3[CH2:25][O:24][C@@H:23]4[C@H:26]([OH:29])[CH2:27][O:28][C@H:22]34)[N:17]([CH2:30][O:31][CH2:32][CH2:33][Si:34]([CH3:35])([CH3:37])[CH3:36])[C:5]2=[N:6][C:7]=1[C:8]1[CH:9]=[CH:10][C:11]([C:12]([N:38]=[S:39]2(=[O:45])[CH2:44][CH2:43][O:42][CH2:41][CH2:40]2)=[O:13])=[CH:15][CH:16]=1, predict the reactants needed to synthesize it. The reactants are: [Cl:1][C:2]1[CH:3]=[C:4]2[N:19]=[C:18]([O:20][C@@H:21]3[CH2:25][O:24][C@@H:23]4[C@H:26]([OH:29])[CH2:27][O:28][C@H:22]34)[N:17]([CH2:30][O:31][CH2:32][CH2:33][Si:34]([CH3:37])([CH3:36])[CH3:35])[C:5]2=[N:6][C:7]=1[C:8]1[CH:16]=[CH:15][C:11]([C:12](O)=[O:13])=[CH:10][CH:9]=1.[NH:38]=[S:39]1(=[O:45])[CH2:44][CH2:43][O:42][CH2:41][CH2:40]1. (4) Given the product [C:1]([O:5][C:6]([N:8]1[CH2:13][CH2:12][CH:11]([CH:14]2[O:23][C:17]3=[CH:18][N:19]=[C:20]([C:29]4[CH:28]=[CH:27][N:26]=[C:25]([CH3:24])[CH:30]=4)[CH:21]=[C:16]3[CH2:15]2)[CH2:10][CH2:9]1)=[O:7])([CH3:4])([CH3:3])[CH3:2], predict the reactants needed to synthesize it. The reactants are: [C:1]([O:5][C:6]([N:8]1[CH2:13][CH2:12][CH:11]([CH:14]2[O:23][C:17]3=[CH:18][N:19]=[C:20](Cl)[CH:21]=[C:16]3[CH2:15]2)[CH2:10][CH2:9]1)=[O:7])([CH3:4])([CH3:3])[CH3:2].[CH3:24][C:25]1[CH:30]=[C:29](B(O)O)[CH:28]=[CH:27][N:26]=1. (5) Given the product [CH2:1]([N:8]([N:50]=[O:51])[C:9](=[O:38])[CH:10]([CH:32]1[CH2:33][CH2:34][CH2:35][CH2:36][CH2:37]1)[N:11]1[C:15]2[CH:16]=[C:17]([F:21])[C:18]([F:20])=[CH:19][C:14]=2[N:13]=[C:12]1[C:22]1[C:23]([O:30][CH3:31])=[N:24][C:25]([O:28][CH3:29])=[CH:26][CH:27]=1)[C:2]1[CH:3]=[CH:4][CH:5]=[CH:6][CH:7]=1, predict the reactants needed to synthesize it. The reactants are: [CH2:1]([NH:8][C:9](=[O:38])[CH:10]([CH:32]1[CH2:37][CH2:36][CH2:35][CH2:34][CH2:33]1)[N:11]1[C:15]2[CH:16]=[C:17]([F:21])[C:18]([F:20])=[CH:19][C:14]=2[N:13]=[C:12]1[C:22]1[C:23]([O:30][CH3:31])=[N:24][C:25]([O:28][CH3:29])=[CH:26][CH:27]=1)[C:2]1[CH:7]=[CH:6][CH:5]=[CH:4][CH:3]=1.C(O)(=O)C.C(OC(=O)C)(=O)C.[N:50]([O-])=[O:51].[Na+].